Dataset: Experimentally validated miRNA-target interactions with 360,000+ pairs, plus equal number of negative samples. Task: Binary Classification. Given a miRNA mature sequence and a target amino acid sequence, predict their likelihood of interaction. (1) The miRNA is hsa-miR-215-5p with sequence AUGACCUAUGAAUUGACAGAC. The protein sequence of the target gene is MEQRLAEFRAARKRAGLAAQPPAASQGAQTPGEKAEAAATLKAAPGWLKRFLVWKPRPASARAQPGLVQEAAQPQGSTSETPWNTAIPLPSCWDQSFLTNITFLKVLLWLVLLGLFVELEFGLAYFVLSLFYWMYVGTRGPEEKKEGEKSAYSVFNPGCEAIQGTLTAEQLERELQLRPLAGR. Result: 1 (interaction). (2) The miRNA is hsa-miR-548s with sequence AUGGCCAAAACUGCAGUUAUUUU. The protein sequence of the target gene is MSDQAPKVPEEMFREVKYYAVGDIDPQVIQLLKAGKAKEVSYNALASHIISEDGDNPEVGEAREVFDLPVVKPSWVILSVQCGTLLPVNGFSPESCQIFFGITACLSQVSSEDRSALWALVTFYGGDCQLTLNKKCTHLIVPEPKGEKYECALKRASIKIVTPDWVLDCVSEKTKKDEAFYHPRLIIYEEEEEEEEEEEEVENEEQDSQNEGSTDEKSSPASSQEGSPSGDQQFSPKSNTEKSKGELMFDDSSDSSPEKQERNLNWTPAEVPQLAAAKRRLPQGKEPGLINLCANVPPVP.... Result: 0 (no interaction). (3) The miRNA is hsa-miR-192-5p with sequence CUGACCUAUGAAUUGACAGCC. The protein sequence of the target gene is MDDSTEREQSRLTSCLKKREEMKLKECVSILPRKESPSVRSSKDGKLLAATLLLALLSCCLTVVSFYQVAALQGDLASLRAELQGHHAEKLPAGAGAPKAGLEEAPAVTAGLKIFEPPAPGEGNSSQNSRNKRAVQGPEETVTQDCLQLIADSETPTIQKGSYTFVPWLLSFKRGSALEEKENKILVKETGYFFIYGQVLYTDKTYAMGHLIQRKKVHVFGDELSLVTLFRCIQNMPETLPNNSCYSAGIAKLEEGDELQLAIPRENAQISLDGDVTFFGALKLL. Result: 1 (interaction). (4) The miRNA is mmu-miR-124-3p with sequence UAAGGCACGCGGUGAAUGCC. The protein sequence of the target gene is MHRLPLLLLLGLLLAGSVAPARLVPKRLSQLGGFSWDNCDEGKDPAVIKSLTIQPDPIVVPGDVVVSLEGKTSVPLTAPQKVELTVEKEVAGFWVKIPCVEQLGSCSYENICDLIDEYIPPGESCPEPLHTYGLPCHCPFKEGTYSLPTSNFTVPDLELPSWLSTGNYRIQSILSSGGKRLGCIKIAASLKGR. Result: 1 (interaction). (5) The miRNA is hsa-miR-4497 with sequence CUCCGGGACGGCUGGGC. The protein sequence of the target gene is MRAAAAGGGVRTAALALLLGALHWAPARCEEYDYYGWQAEPLHGRSYSKPPQCLDIPADLPLCHTVGYKRMRLPNLLEHESLAEVKQQASSWLPLLAKRCHSDTQVFLCSLFAPVCLDRPIYPCRSLCEAVRAGCAPLMEAYGFPWPEMLHCHKFPLDNDLCIAVQFGHLPATAPPVTKICAQCEMEHSADGLMEQMCSSDFVVKMRIKEIKIENGDRKLIGAQKKKKLLKPGPLKRKDTKRLVLHMKNGAGCPCPQLDSLAGSFLVMGRKVDGQLLLMAVYRWDKKNKEMKFAVKFMFS.... Result: 0 (no interaction). (6) The protein sequence of the target gene is MEDSHELDLTYVTERIIAVSFPASCSEESYLHSLQEVTRMLKCKHGDNYLVLNLSEKRYDLTKLNPKIMDVGWPELHAPPLDKMCTICKAQESWLNNDPQHVVVIHCRGGKGRIGVVISSYMHFTNVSASADQALDRFAMKKFYDDKISALMEPSQKRYVQFLSGLLSGAMKMNTSPLFLHFVIMHGVPSFDTGGACRPFLKLYQAMQPVYTSGIYNVGSENPSRIRIAIEPAQLLKGDIMVKCYHKKFRSATRDVIFRLQFHTGAVQGYGLLFGKEELDSACKDDRFPDYGKIELVFSA.... Result: 0 (no interaction). The miRNA is gga-miR-365-3p with sequence UAAUGCCCCUAAAAAUCCUUAU. (7) The miRNA is hsa-miR-3680-3p with sequence UUUUGCAUGACCCUGGGAGUAGG. The protein sequence of the target gene is MLFTVSCSKMSSIVDRDDSSIFDGLVEEDDKDKAKRVSRNKSEKKRRDQFNVLIKELGSMLPGNARKMDKSTVLQKSIDFLRKHKEITAQSDASEIRQDWKPTFLSNEEFTQLMLEALDGFFLAIMTDGSIIYVSESVTSLLEHLPSDLVDQSIFNFIPEGEHSEVYKILSTHLLESDSLTPEYLKSKNQLEFCCHMLRGTIDPKEPSTYEYVKFIGNFKSLNSVSSSAHNGFEGTIQRTHRPSYEDRVCFVATVRLATPQFIKEMCTVEEPNEEFTSRHSLEWKFLFLDHRAPPIIGYL.... Result: 1 (interaction). (8) The miRNA is hsa-miR-1286 with sequence UGCAGGACCAAGAUGAGCCCU. The protein sequence of the target gene is MASSKLREPVDEVFDLDLAVPETARLDSSLHKARAQLLAKGRRHRPSRSRLRDSASSAEDGEGSDGPGGKVTDGCGSPLHRLRSPLHSGPGSPAGGSFCLDPPGLRRSLDEDEPPPSPLTRYRPLHNAASHEGLAAASCSPPRSAPSSDSSPSFVRRHPRAEPHSEDDSRDASPPEPASPTIGLDKKTRRKFLDLGVTLRRASTGKSRKEKGSNRLSMGSRESVEGSGRSGGSPFLPFSWFTDSGKGSASSGSTTSPTCSPKHEGFSPKKSASQESTLSDDSTPPSSSPKIPSGPWQEAK.... Result: 0 (no interaction). (9) The miRNA is hsa-miR-2276-3p with sequence UCUGCAAGUGUCAGAGGCGAGG. The protein sequence of the target gene is MNGDDAFVRRPRVGSQIPEKMQKAFDDIAKYFSEKEWEKMKASEKIIYVYMKRKYEAMTKLGFKATLPPFMRNKRVADFQGNDFDNDPNRGNQVEHPQMTFGRLQGIFPKITPEKPAEEGNDSKGVPEASGPQNNGKQLRPSGKLNTSEKVNKTSGPKRGKHAWTHRVRERKQLVIYEEISDPQEDDE. Result: 0 (no interaction). (10) The miRNA is hsa-miR-7706 with sequence UGAAGCGCCUGUGCUCUGCCGAGA. The protein sequence of the target gene is MPHARTETSVGTYESHSTSELEDLTEPEQRELKTKLTKLEAEIVTLRHVLAAKERRCGELKRKLGLTALVGLRQNLSKSWLDVQVSNTYVKQKTSAALSTMGTLICRKLGGVKKSATFRSFEGLMGTIKSKVSGGKRAWP. Result: 0 (no interaction).